From a dataset of Forward reaction prediction with 1.9M reactions from USPTO patents (1976-2016). Predict the product of the given reaction. Given the reactants [Cl:1][C:2]1[CH:3]=[C:4]([CH:15]=[CH:16][CH:17]=1)[CH2:5][CH:6]1[CH2:11][CH2:10][CH:9]([C:12](O)=[O:13])[CH2:8][CH2:7]1, predict the reaction product. The product is: [Cl:1][C:2]1[CH:3]=[C:4]([CH:15]=[CH:16][CH:17]=1)[CH2:5][CH:6]1[CH2:7][CH2:8][CH:9]([CH2:12][OH:13])[CH2:10][CH2:11]1.